From a dataset of Retrosynthesis with 50K atom-mapped reactions and 10 reaction types from USPTO. Predict the reactants needed to synthesize the given product. (1) Given the product N#Cc1cc(N2CCNCC2)ccc1F, predict the reactants needed to synthesize it. The reactants are: CC(C)(C)OC(=O)N1CCN(c2ccc(F)c(C#N)c2)CC1. (2) Given the product Cc1nn(C)cc1-n1c(=O)n(C)c2cnc3ccc(-c4cnn(CCOC5CCCCO5)c4)cc3c21, predict the reactants needed to synthesize it. The reactants are: CC1(C)OB(c2cnn(CCOC3CCCCO3)c2)OC1(C)C.Cc1nn(C)cc1-n1c(=O)n(C)c2cnc3ccc(Br)cc3c21. (3) Given the product COc1ccccc1CN1CCN(C)C(C(c2ccccc2)c2ccccc2)C1, predict the reactants needed to synthesize it. The reactants are: CN1CCNCC1C(c1ccccc1)c1ccccc1.COc1ccccc1C=O. (4) Given the product c1ccc(C2CCNCC2)c(Sc2c[nH]c3ccccc23)c1, predict the reactants needed to synthesize it. The reactants are: CC(C)(C)OC(=O)N1CCC(c2ccccc2Sc2c[nH]c3ccccc23)CC1. (5) Given the product Cc1cnc(N[C@H]2CC[C@@H](NC(=O)c3ccc(F)c(Cl)c3)CC2)cc1N1CCOCC1, predict the reactants needed to synthesize it. The reactants are: Cc1cnc(N[C@H]2CC[C@@H](N)CC2)cc1N1CCOCC1.O=C(O)c1ccc(F)c(Cl)c1. (6) The reactants are: CCC(C)(C)c1ccc(Oc2ccc(C(F)(F)F)cc2N)c(C(=O)[O-])c1.O=C=Nc1cc(C(F)(F)F)cc(C(F)(F)F)c1. Given the product OC(c1ccccc1)c1ccccc1, predict the reactants needed to synthesize it. (7) Given the product CC(=O)N1CCc2ccc(N)cc21, predict the reactants needed to synthesize it. The reactants are: CC(=O)N1CCc2ccc([N+](=O)[O-])cc21.